This data is from Antibody developability classification from SAbDab with 2,409 antibodies. The task is: Regression/Classification. Given an antibody's heavy chain and light chain sequences, predict its developability. TAP uses regression for 5 developability metrics; SAbDab uses binary classification. (1) The antibody is ['QVQLQQPGSVLVRPGASVKLSCKASGFTFTSSWMHWAKQRPGQGLEWIGEIHPNSGNTHYNEKFKGKATLTVDTSSSTAYVDLSSLTSEDSAVYYCARMRYGDYYAMDNWGQGTSVTVSS', 'DIQMNQSPSSLSASLGDTITITCHASQNINVWLNWFQQKPGSIPKLLIYMASNLHTGVPSRFSGSGSGTGFTLTISSLQPEDIATYYCQQGQSFPLTFGGGTKLEIK']. Result: 1 (developable). (2) The antibody is ['QVQLVESGGGLVQPGGSLRLSCAASGFTFDDYAMSWVRQAPGKGLEWVSGISWNGGSTYYAESMKGRFTISRDNAKNTLYLQMNSLKSEDTAVYYCAKDRNLGYRLGYPYDYWGQGTQVTVSS', 'QSVLTQPPSVSGSPGETVTISCAGTSSDVGYGNYVSWYQQLPGMAPRLLIYEVNKRASGITDRFSGSKSGNTASLTISGLQSEDEGDYYCASYRSSNNAVFGGGTHLTVL']. Result: 0 (not developable). (3) The antibody is ['QVQLVQSGAEVKKPGSSVKVSCKASGGTFSSYAISWVRQAPGQGLEWMGGIIPIFGTANYAQKFQGRVTITADESTSTAYMELSSLRSEDTAVYYCARYDGIYGELDFWGQGTLVTVSS', 'DIVMTQSPDSLAVSLGERATINCKSSQSVLYSSNNKNYLAWYQQKPGQPPKLLIYWASTRESGVPDRFSGSGSGTDFTLTISSLQAEDVAVYYCQQYYSTPLTFGQGTKVEIKRTV']. Result: 0 (not developable). (4) Result: 0 (not developable). The antibody is ['EVQLVESGGGLIQPGGSLRLSCAASGFALRMYDMHWVRQTIDKRLEWVSAVGPSGDTYYADSVKGRFAVSRENAKNSLSLQMNSLTAGDTAIYYCVRSDRGVAGLFDSWGQGILVTVSS', 'DIQMTQSPSSLSASVGDRITITCRASQAFDNYVAWYQQRPGKVPKLLISAASALHAGVPSRFSGSGSGTHFTLTISSLQPEDVATYYCQNYNSAPLTFGGGTKVEIK']. (5) Result: 1 (developable). The antibody is ['DVKLVQSGPGLVAPSQSLSITCTVSGFSLTTYGVSWVRQPPGKGLEWLGVIWGDGNTTYHSALISRLSISKDNSRSQVFLKLNSLHTDDTATYYCAGNYYGMDYWGQGTSVTVSS', 'DIAMTQTTSSLSASLGQKVTISCRASQDIGNYLNWYQQKPDGTVRLLIYYTSRLHSGVPSRFSGSGSGTDYSLTISNLESEDIATYFCQNGGTNPWTFGGGTKLEVK']. (6) The antibody is ['QVHLQESGPGLVKPSETLSLTCNVSGTLVRDNYWSWIRQPLGKQPEWIGYVHDSGDTNYNPSLKSRVHLSLDKSKNLVSLRLTGVTAADSAIYYCATTKHGRRIYGVVAFKEWFTYFYMDVWGKGTSVTVSS', 'VSVAPGQTARITCGEESLGSRSVIWYQQRPGQAPSLIIYNNNDRPSGIPDRFSGSPGSTFGTTATLTITSVEAGDEADYYCHIWDSRRPTNWVFGEGTTLIVL']. Result: 0 (not developable). (7) The antibody is ['EVKLVESGGGLVQSGGSLRLSCATSGFTFTDYYMSWVRQPPGKALEWLGFIRNKANGYTTEYSPSVKGRFTISRDNSQSILYLQMNTLRAEDSATYYCARDHDGYYERFSYWGQGTLVTVSA', 'PROT_3C89CF21']. Result: 1 (developable). (8) The antibody is ['EVQLQQSGPELVKPGTSVKMSCKASGYTFTDYYMKWVKHSHGKSLEWIGDINPSNGGTLYNQKFKGKATLTVDKSSSTASMQLSRLTSEDSAVYYCSRGDGIHGGFAYWGQGTTVTVSS', 'NIVLTQSPASLAVSLGQRATISCRANESVYSYGDSFMHWYQQKPGQPPKLLIYLASNLASGVPARFSGSGSRTDFTLTIDPVETDDAATYYCQQNNEDPWTFGGGTKLEIK']. Result: 0 (not developable). (9) The antibody is ['QVQLQVSGPGVVRPSETLSLTCEVSSGSTSRDFFYWSWVRQTPGKGLEWIGGMYSNSEETNHNPSLKSRVIISKDTSKNEFSLRLTSVTAADTAVYFCSSRAKIYYSASYSGGRIDVWGPGLLVTVSS', 'DIQMTQSPSSLSASIGDRVTVTCRASQGIDKDLSWFQQKPGKAPTLLIYTASTLQTGVSSRFSGSGSGTDFSLTINNLQPEDVATYFCQQDFSFPLTFGGGTKVDFK']. Result: 0 (not developable).